Dataset: Catalyst prediction with 721,799 reactions and 888 catalyst types from USPTO. Task: Predict which catalyst facilitates the given reaction. (1) Reactant: [CH3:1][N:2]1[C@@H:19]2[CH2:20][C:7]3[CH:8]=[CH:9][C:10]([O:21][CH3:22])=[C:11]4[O:12][C@H:13]5[C:14]([CH:16]=[CH:17][C@@H:18]2[C@:5]5([C:6]=34)[CH2:4][CH2:3]1)=[O:15].[C:23]([O:26][OH:27])(=[O:25])[CH3:24]. Product: [CH3:1][N:2]1[C@@H:19]2[CH2:20][C:7]3[CH:8]=[CH:9][C:10]([O:21][CH3:22])=[C:11]4[O:12][CH:13]5[C:14]([CH:16]=[CH:17][C@:18]2([OH:25])[C@:5]5([C:6]=34)[CH2:4][CH2:3]1)=[O:15].[C:23]([O:26][OH:27])(=[O:25])[CH3:24]. The catalyst class is: 28. (2) Reactant: O=C1C2C(=CC=CC=2)C(=O)[N:3]1[CH2:12][CH2:13][CH2:14][C:15]1[CH:20]=[CH:19][C:18]([CH2:21][CH2:22][C:23]2[N:24]=[C:25]([NH:28][C:29](=[O:31])[CH3:30])[S:26][CH:27]=2)=[CH:17][CH:16]=1.O.NN.CC#N. Product: [NH2:3][CH2:12][CH2:13][CH2:14][C:15]1[CH:16]=[CH:17][C:18]([CH2:21][CH2:22][C:23]2[N:24]=[C:25]([NH:28][C:29](=[O:31])[CH3:30])[S:26][CH:27]=2)=[CH:19][CH:20]=1. The catalyst class is: 22. (3) Reactant: [CH3:1][O:2][CH2:3][C:4]([NH:6][C:7]1[CH:12]=[C:11]([CH2:13][O:14][C:15]2[C:24]3[C:19](=[CH:20][CH:21]=[CH:22][CH:23]=3)[C:18]([N+:25]([O-])=O)=[CH:17][CH:16]=2)[CH:10]=[CH:9][N:8]=1)=[O:5].C(=O)([O-])[O-].[Na+].[Na+]. Product: [NH2:25][C:18]1[C:19]2[C:24](=[CH:23][CH:22]=[CH:21][CH:20]=2)[C:15]([O:14][CH2:13][C:11]2[CH:10]=[CH:9][N:8]=[C:7]([NH:6][C:4](=[O:5])[CH2:3][O:2][CH3:1])[CH:12]=2)=[CH:16][CH:17]=1. The catalyst class is: 409. (4) Reactant: [C:1]([O:4][C@H:5]([CH3:30])[C@H:6]([N:14]1[CH2:17][C:16]2([CH2:21][CH2:20][CH2:19][N:18]2C(OC(C)(C)C)=O)[C:15]1=[O:29])[C:7](=[O:13])[N:8]1[CH2:12][CH2:11][CH2:10][CH2:9]1)(=[O:3])[CH3:2]. Product: [C:1]([O:4][C@@H:5]([C@H:6]([N:14]1[CH2:17][C:16]2([CH2:21][CH2:20][CH2:19][NH:18]2)[C:15]1=[O:29])[C:7](=[O:13])[N:8]1[CH2:12][CH2:11][CH2:10][CH2:9]1)[CH3:30])(=[O:3])[CH3:2]. The catalyst class is: 393. (5) Reactant: [Cl:1][C:2]1[CH:7]=[C:6]([F:8])[CH:5]=[CH:4][C:3]=1[F:9].[N+:10]([O-])([O-:12])=[O:11].[K+]. Product: [Cl:1][C:2]1[CH:7]=[C:6]([F:8])[C:5]([N+:10]([O-:12])=[O:11])=[CH:4][C:3]=1[F:9]. The catalyst class is: 65. (6) The catalyst class is: 37. Reactant: [NH2:1][C:2]1[N:9]=[C:8]([CH2:10][O:11][CH3:12])[CH:7]=[CH:6][C:3]=1[C:4]#[N:5].[N-:13]=[N+:14]=[N-:15].[Na+].Cl.C(N(CC)CC)C. Product: [CH3:12][O:11][CH2:10][C:8]1[N:9]=[C:2]([NH2:1])[C:3]([C:4]2[N:13]=[N:14][NH:15][N:5]=2)=[CH:6][CH:7]=1. (7) Reactant: [OH:1][C:2]1[CH:3]=[C:4]2[C:9](=[CH:10][CH:11]=1)[N:8]1[CH:12]=[N:13][C:14]([CH2:15][CH:16]3[CH2:21][CH2:20][CH2:19][N:18]([C:22]([O:24][C:25]([CH3:28])([CH3:27])[CH3:26])=[O:23])[C:17]3=[O:29])=[C:7]1[CH2:6][CH2:5]2.C(N(CC)CC)C.[F:37][C:38]([F:57])([F:56])[S:39](N(C1C=CC=CC=1)[S:39]([C:38]([F:57])([F:56])[F:37])(=[O:41])=[O:40])(=[O:41])=[O:40].[Na]. Product: [O:29]=[C:17]1[CH:16]([CH2:15][C:14]2[N:13]=[CH:12][N:8]3[C:9]4[C:4](=[CH:3][C:2]([O:1][S:39]([C:38]([F:57])([F:56])[F:37])(=[O:41])=[O:40])=[CH:11][CH:10]=4)[CH2:5][CH2:6][C:7]=23)[CH2:21][CH2:20][CH2:19][N:18]1[C:22]([O:24][C:25]([CH3:26])([CH3:28])[CH3:27])=[O:23]. The catalyst class is: 22.